From a dataset of Forward reaction prediction with 1.9M reactions from USPTO patents (1976-2016). Predict the product of the given reaction. (1) Given the reactants Cl.[Br:2][C:3]1[CH:11]=[C:10]2[C:6]([C:7]([CH2:22][CH2:23][O:24]C3CCCCO3)([CH2:13][CH2:14][O:15]C3CCCCO3)[C:8](=[O:12])[NH:9]2)=[CH:5][CH:4]=1.O, predict the reaction product. The product is: [Br:2][C:3]1[CH:11]=[C:10]2[C:6]([C:7]([CH2:13][CH2:14][OH:15])([CH2:22][CH2:23][OH:24])[C:8](=[O:12])[NH:9]2)=[CH:5][CH:4]=1. (2) The product is: [CH2:1]([O:8][C:9](=[O:14])[NH:10][CH2:11][CH:12]=[O:13])[C:2]1[CH:7]=[CH:6][CH:5]=[CH:4][CH:3]=1. Given the reactants [CH2:1]([O:8][C:9](=[O:14])[NH:10][CH2:11][CH2:12][OH:13])[C:2]1[CH:7]=[CH:6][CH:5]=[CH:4][CH:3]=1.CCN(C(C)C)C(C)C, predict the reaction product. (3) Given the reactants [CH:1]1([CH2:6][CH:7]([C:16]2[CH:21]=[CH:20][C:19]([N+:22]([O-])=O)=[CH:18][CH:17]=2)[C:8]([NH:10][C:11]2[S:12][CH:13]=[CH:14][N:15]=2)=[O:9])[CH2:5][CH2:4][CH2:3][CH2:2]1, predict the reaction product. The product is: [NH2:22][C:19]1[CH:18]=[CH:17][C:16]([CH:7]([CH2:6][CH:1]2[CH2:5][CH2:4][CH2:3][CH2:2]2)[C:8]([NH:10][C:11]2[S:12][CH:13]=[CH:14][N:15]=2)=[O:9])=[CH:21][CH:20]=1. (4) Given the reactants Cl.[CH2:2]1[C:11]2[C:6](=[CH:7][CH:8]=[CH:9][CH:10]=2)[CH2:5][CH2:4][N:3]1[CH2:12][C:13]([OH:15])=O.[NH2:16][C@@H:17]([CH2:35][O:36][CH2:37][C:38]1[CH:43]=[CH:42][CH:41]=[CH:40][CH:39]=1)[C:18]([NH:20][C:21]1[CH:26]=[CH:25][C:24]([O:27][C:28]2[CH:33]=[CH:32][C:31]([F:34])=[CH:30][CH:29]=2)=[CH:23][CH:22]=1)=[O:19], predict the reaction product. The product is: [CH2:37]([O:36][CH2:35][C@H:17]([NH:16][C:13](=[O:15])[CH2:12][N:3]1[CH2:4][CH2:5][C:6]2[C:11](=[CH:10][CH:9]=[CH:8][CH:7]=2)[CH2:2]1)[C:18]([NH:20][C:21]1[CH:26]=[CH:25][C:24]([O:27][C:28]2[CH:33]=[CH:32][C:31]([F:34])=[CH:30][CH:29]=2)=[CH:23][CH:22]=1)=[O:19])[C:38]1[CH:43]=[CH:42][CH:41]=[CH:40][CH:39]=1. (5) Given the reactants [F:1][C:2]1[CH:26]=[CH:25][C:5]([CH2:6][N:7]2[CH2:16][CH2:15][C:14]3[C:9](=[C:10]([O:22][CH3:23])[C:11](=[O:21])[N:12]([CH3:20])[C:13]=3[C:17](O)=[O:18])[C:8]2=[O:24])=[CH:4][CH:3]=1.F[P-](F)(F)(F)(F)F.N1(O[P+](N(C)C)(N(C)C)[N:45]([CH3:47])[CH3:46])C2C=CC=CC=2N=N1.CNC, predict the reaction product. The product is: [F:1][C:2]1[CH:26]=[CH:25][C:5]([CH2:6][N:7]2[CH2:16][CH2:15][C:14]3[C:9](=[C:10]([O:22][CH3:23])[C:11](=[O:21])[N:12]([CH3:20])[C:13]=3[C:17]([N:45]([CH3:47])[CH3:46])=[O:18])[C:8]2=[O:24])=[CH:4][CH:3]=1. (6) Given the reactants [C:1]([OH:8])(=[O:7])[CH2:2][CH2:3][C:4]([CH3:6])=[O:5].C(O)=O.[CH2:12]=[CH:13][CH2:14][CH3:15], predict the reaction product. The product is: [C:1]([O:8][CH2:12][CH2:13][CH2:14][CH3:15])(=[O:7])[CH2:2][CH2:3][C:4]([CH3:6])=[O:5]. (7) Given the reactants [NH2:1][C:2]1[CH:3]=[CH:4][C:5]([N+:11]([O-:13])=[O:12])=[C:6]([CH:10]=1)[C:7]([OH:9])=[O:8].[F:14][C:15]1[C:22]([F:23])=[C:21]([C:24]([F:27])([F:26])[F:25])[C:20]([F:28])=[C:19]([F:29])[C:16]=1[CH2:17]Br, predict the reaction product. The product is: [N+:11]([C:5]1[CH:4]=[CH:3][C:2]([NH:1][CH2:17][C:16]2[C:19]([F:29])=[C:20]([F:28])[C:21]([C:24]([F:25])([F:27])[F:26])=[C:22]([F:23])[C:15]=2[F:14])=[CH:10][C:6]=1[C:7]([OH:9])=[O:8])([O-:13])=[O:12]. (8) Given the reactants [BH4-].[Na+].[O:3]1[C:7]2([CH2:12][CH2:11][N:10]([C:13]3[CH:20]=[CH:19][C:16]([CH:17]=[O:18])=[CH:15][CH:14]=3)[CH2:9][CH2:8]2)[O:6][CH2:5][CH2:4]1.C(Cl)Cl, predict the reaction product. The product is: [O:6]1[C:7]2([CH2:12][CH2:11][N:10]([C:13]3[CH:20]=[CH:19][C:16]([CH2:17][OH:18])=[CH:15][CH:14]=3)[CH2:9][CH2:8]2)[O:3][CH2:4][CH2:5]1. (9) Given the reactants [Br:1][C:2]1[CH:3]=[C:4]([OH:8])[CH:5]=[N:6][CH:7]=1.[H-].[Na+].[CH3:11][S:12][CH2:13]Cl, predict the reaction product. The product is: [Br:1][C:2]1[CH:7]=[N:6][CH:5]=[C:4]([O:8][CH2:11][S:12][CH3:13])[CH:3]=1.